From a dataset of Forward reaction prediction with 1.9M reactions from USPTO patents (1976-2016). Predict the product of the given reaction. (1) Given the reactants Cl[C:2]1[N:7]=[CH:6][C:5]([C:8]2[CH:13]=[CH:12][N:11]=[C:10]([NH:14][C:15]3[CH:16]=[C:17]([NH:22][C:23](=[O:34])[C:24]4[CH:29]=[CH:28][CH:27]=[C:26]([O:30][CH:31]([F:33])[F:32])[CH:25]=4)[CH:18]=[CH:19][C:20]=3[CH3:21])[N:9]=2)=[CH:4][CH:3]=1.[NH2:35][CH2:36][CH2:37][OH:38], predict the reaction product. The product is: [F:32][CH:31]([F:33])[O:30][C:26]1[CH:25]=[C:24]([CH:29]=[CH:28][CH:27]=1)[C:23]([NH:22][C:17]1[CH:18]=[CH:19][C:20]([CH3:21])=[C:15]([NH:14][C:10]2[N:9]=[C:8]([C:5]3[CH:6]=[N:7][C:2]([NH:35][CH2:36][CH2:37][OH:38])=[CH:3][CH:4]=3)[CH:13]=[CH:12][N:11]=2)[CH:16]=1)=[O:34]. (2) Given the reactants [F:1][C:2]([F:22])([F:21])[C:3]1[N:8]=[CH:7][C:6]([CH2:9][NH:10][C:11]2[C:12]3[CH2:20][NH:19][CH2:18][CH2:17][C:13]=3[N:14]=[CH:15][N:16]=2)=[CH:5][CH:4]=1.F[C:24]1[CH:31]=[CH:30][C:29]([C:32]([F:35])([F:34])[F:33])=[CH:28][C:25]=1[C:26]#[N:27].C(#N)C.C(N(CC)C(C)C)(C)C, predict the reaction product. The product is: [F:33][C:32]([F:34])([F:35])[C:29]1[CH:30]=[CH:31][C:24]([N:19]2[CH2:18][CH2:17][C:13]3[N:14]=[CH:15][N:16]=[C:11]([NH:10][CH2:9][C:6]4[CH:7]=[N:8][C:3]([C:2]([F:21])([F:1])[F:22])=[CH:4][CH:5]=4)[C:12]=3[CH2:20]2)=[C:25]([CH:28]=1)[C:26]#[N:27]. (3) Given the reactants Cl[C:2]1[C:7]([CH3:8])=[N:6][C:5]([CH3:9])=[CH:4][N:3]=1.[CH:10]1[C:18]2[C:17]3[CH:19]=[CH:20][CH:21]=[CH:22][C:16]=3[O:15][C:14]=2[CH:13]=[CH:12][C:11]=1B(O)O.C(=O)([O-])[O-].[Na+].[Na+], predict the reaction product. The product is: [CH3:8][C:7]1[C:2]([C:20]2[CH:21]=[CH:22][C:16]3[O:15][C:14]4[CH:13]=[CH:12][CH:11]=[CH:10][C:18]=4[C:17]=3[CH:19]=2)=[N:3][CH:4]=[C:5]([CH3:9])[N:6]=1. (4) Given the reactants [OH:1][C:2]1([CH:13]([OH:15])[CH3:14])[CH2:5][N:4](C(OC(C)(C)C)=O)[CH2:3]1.[ClH:16].O1CCOCC1, predict the reaction product. The product is: [ClH:16].[OH:15][CH:13]([C:2]1([OH:1])[CH2:5][NH:4][CH2:3]1)[CH3:14]. (5) Given the reactants [N+:1]([C:4]1[CH:5]=[C:6]([C:10]2[C:11]([C:17]([O:19][CH3:20])=[O:18])=[C:12]([CH3:16])[NH:13][C:14]=2[CH3:15])[CH:7]=[CH:8][CH:9]=1)([O-:3])=[O:2].[CH2:21](Br)[C:22]1[CH:27]=[CH:26][CH:25]=[CH:24][CH:23]=1, predict the reaction product. The product is: [CH2:21]([N:13]1[C:14]([CH3:15])=[C:10]([C:6]2[CH:7]=[CH:8][CH:9]=[C:4]([N+:1]([O-:3])=[O:2])[CH:5]=2)[C:11]([C:17]([O:19][CH3:20])=[O:18])=[C:12]1[CH3:16])[C:22]1[CH:27]=[CH:26][CH:25]=[CH:24][CH:23]=1. (6) The product is: [NH2:3][CH2:12][CH2:13][CH2:14][CH2:15][CH2:16][O:17][C:18]1[CH:23]=[CH:22][C:21]([C:24]2[CH:29]=[CH:28][C:27]([C:30]([O:32][CH2:33][CH3:34])=[O:31])=[CH:26][CH:25]=2)=[CH:20][C:19]=1[C:35]1[CH:44]=[CH:43][C:42]2[C:41]([CH3:46])([CH3:45])[CH2:40][CH2:39][C:38]([CH3:47])([CH3:48])[C:37]=2[CH:36]=1. Given the reactants O=C1C2C(=CC=CC=2)C(=O)[N:3]1[CH2:12][CH2:13][CH2:14][CH2:15][CH2:16][O:17][C:18]1[CH:23]=[CH:22][C:21]([C:24]2[CH:29]=[CH:28][C:27]([C:30]([O:32][CH2:33][CH3:34])=[O:31])=[CH:26][CH:25]=2)=[CH:20][C:19]=1[C:35]1[CH:44]=[CH:43][C:42]2[C:41]([CH3:46])([CH3:45])[CH2:40][CH2:39][C:38]([CH3:48])([CH3:47])[C:37]=2[CH:36]=1.O.NN, predict the reaction product.